The task is: Predict the reactants needed to synthesize the given product.. This data is from Full USPTO retrosynthesis dataset with 1.9M reactions from patents (1976-2016). (1) Given the product [CH2:1]([NH:8][C:9]1[CH:17]=[C:16]([N:18]2[CH2:19][CH2:20][N:21]([C:24](=[O:31])[C:25]3[CH:26]=[CH:27][CH:28]=[CH:29][CH:30]=3)[CH2:22][CH2:23]2)[CH:15]=[CH:14][C:10]=1[C:11]([N:34]([CH2:35][CH3:36])[CH2:32][CH3:33])=[O:13])[C:44]1[CH:49]=[CH:48][CH:47]=[CH:46][CH:45]=1, predict the reactants needed to synthesize it. The reactants are: [CH2:1]([NH:8][C:9]1[CH:17]=[C:16]([N:18]2[CH2:23][CH2:22][N:21]([C:24](=[O:31])[C:25]3[CH:30]=[CH:29][CH:28]=[CH:27][CH:26]=3)[CH2:20][CH2:19]2)[CH:15]=[CH:14][C:10]=1[C:11]([OH:13])=O)C1C=CC=CC=1.[CH2:32]([NH:34][CH2:35][CH3:36])[CH3:33].C(N(CC)CC)C.[C:44]1(P(N=[N+]=[N-])([C:44]2[CH:49]=[CH:48][CH:47]=[CH:46][CH:45]=2)=O)[CH:49]=[CH:48][CH:47]=[CH:46][CH:45]=1. (2) Given the product [CH3:19][N:15]1[C:16]2[C:11](=[CH:10][C:9]([C:5]3[CH:4]=[C:3]([NH:2][C:26]([CH2:25][O:24][C:21](=[O:23])[CH3:22])=[O:27])[CH:8]=[N:7][CH:6]=3)=[CH:18][CH:17]=2)[CH2:12][CH2:13][C:14]1=[O:20], predict the reactants needed to synthesize it. The reactants are: Cl.[NH2:2][C:3]1[CH:4]=[C:5]([C:9]2[CH:10]=[C:11]3[C:16](=[CH:17][CH:18]=2)[N:15]([CH3:19])[C:14](=[O:20])[CH2:13][CH2:12]3)[CH:6]=[N:7][CH:8]=1.[C:21]([O:24][CH2:25][C:26](Cl)=[O:27])(=[O:23])[CH3:22].C([O-])(O)=O.[Na+]. (3) Given the product [CH3:16][C@@:5]([S:2]([CH3:1])(=[O:3])=[O:4])([CH2:26][CH:25]=[CH2:24])[C:6]([O:8][CH2:9][C:10]1[CH:15]=[CH:14][CH:13]=[CH:12][CH:11]=1)=[O:7], predict the reactants needed to synthesize it. The reactants are: [CH3:1][S:2]([CH:5]([CH3:16])[C:6]([O:8][CH2:9][C:10]1[CH:15]=[CH:14][CH:13]=[CH:12][CH:11]=1)=[O:7])(=[O:4])=[O:3].C([O-])([O-])=O.[Cs+].[Cs+].Br[CH2:24][CH:25]=[CH2:26]. (4) Given the product [Cl:1][C:2]1[CH:7]=[CH:6][C:5]([CH2:8][CH2:9][C:10]([O:12][CH3:13])=[O:11])=[C:4]([C:14]([F:15])([F:16])[F:17])[CH:3]=1, predict the reactants needed to synthesize it. The reactants are: [Cl:1][C:2]1[CH:7]=[CH:6][C:5](/[CH:8]=[CH:9]/[C:10]([O:12][CH3:13])=[O:11])=[C:4]([C:14]([F:17])([F:16])[F:15])[CH:3]=1.[H][H]. (5) Given the product [Cl:21][C:22]1[CH:23]=[C:24]([NH:25][CH:1]=[C:15]2[C:16](=[O:18])[O:17][C:12]([CH3:20])([CH3:11])[O:13][C:14]2=[O:19])[CH:26]=[CH:27][C:28]=1[O:29][CH3:30], predict the reactants needed to synthesize it. The reactants are: [CH2:1](OC(OCC)OCC)C.[CH3:11][C:12]1([CH3:20])[O:17][C:16](=[O:18])[CH2:15][C:14](=[O:19])[O:13]1.[Cl:21][C:22]1[CH:23]=[C:24]([CH:26]=[CH:27][C:28]=1[O:29][CH3:30])[NH2:25]. (6) Given the product [O:35]=[C:36]1[NH:44][C:39]2=[N:40][CH:41]=[CH:42][CH:43]=[C:38]2[N:37]1[CH:45]1[CH2:46][CH2:47][N:48]([C:51]([O:25][C@H:12]2[C:10]3=[N:11][C:6]([NH:5][C:1]([CH3:4])([CH3:2])[CH3:3])=[CH:7][CH:8]=[C:9]3[CH2:16][C@H:15]([C:17]3[CH:22]=[CH:21][CH:20]=[C:19]([F:23])[C:18]=3[F:24])[CH2:14][CH2:13]2)=[O:52])[CH2:49][CH2:50]1, predict the reactants needed to synthesize it. The reactants are: [C:1]([NH:5][C:6]1[N:11]=[C:10]2[C@H:12]([OH:25])[CH2:13][CH2:14][C@@H:15]([C:17]3[CH:22]=[CH:21][CH:20]=[C:19]([F:23])[C:18]=3[F:24])[CH2:16][C:9]2=[CH:8][CH:7]=1)([CH3:4])([CH3:3])[CH3:2].[H-].[Na+].C(N(CC)CC)C.[O:35]=[C:36]1[NH:44][C:39]2=[N:40][CH:41]=[CH:42][CH:43]=[C:38]2[N:37]1[CH:45]1[CH2:50][CH2:49][N:48]([C:51](OC2C=CC([N+]([O-])=O)=CC=2)=[O:52])[CH2:47][CH2:46]1. (7) Given the product [Si:28]([O:16][C@H:14]1[CH:13]=[CH:12][O:11][C@@H:10]([C:9]2[CH:8]=[CH:7][N:6]=[CH:5][C:4]=2[N+:1]([O-:3])=[O:2])[CH2:15]1)([C:25]([CH3:27])([CH3:26])[CH3:24])([CH3:30])[CH3:29], predict the reactants needed to synthesize it. The reactants are: [N+:1]([C:4]1[CH:5]=[N:6][CH:7]=[CH:8][C:9]=1[CH:10]1[CH2:15][C:14](=[O:16])[CH:13]=[CH:12][O:11]1)([O-:3])=[O:2].[BH4-].[Na+].N1C=CN=C1.[CH3:24][C:25]([Si:28](Cl)([CH3:30])[CH3:29])([CH3:27])[CH3:26].